Dataset: Forward reaction prediction with 1.9M reactions from USPTO patents (1976-2016). Task: Predict the product of the given reaction. The product is: [Cl:1][CH2:2][CH:3]1[C:11]2[C:10]3[CH:12]=[CH:13][CH:14]=[CH:15][C:9]=3[CH:8]=[CH:7][C:6]=2[N:5]([C:16](=[O:18])[C:25]([F:36])([F:35])[F:24])[CH2:4]1. Given the reactants [Cl:1][CH2:2][CH:3]1[C:11]2[C:10]3[CH:12]=[CH:13][CH:14]=[CH:15][C:9]=3[CH:8]=[CH:7][C:6]=2[N:5]([C:16]([O:18]C(C)(C)C)=O)[CH2:4]1.Cl.[F:24][C:25]([F:36])([F:35])C(OC(=O)[C:25]([F:36])([F:35])[F:24])=O, predict the reaction product.